Dataset: Full USPTO retrosynthesis dataset with 1.9M reactions from patents (1976-2016). Task: Predict the reactants needed to synthesize the given product. (1) Given the product [C:1]([C:5]1[CH:6]=[CH:7][C:8]([CH2:9][C:10]2[O:14][N:13]=[C:12]([C:15]([NH:35][CH2:34][CH2:33][C:27]3[C:26]4[C:30](=[CH:31][CH:32]=[C:24]([Cl:23])[CH:25]=4)[NH:29][CH:28]=3)=[O:17])[N:11]=2)=[CH:20][CH:21]=1)([CH3:2])([CH3:3])[CH3:4], predict the reactants needed to synthesize it. The reactants are: [C:1]([C:5]1[CH:21]=[CH:20][C:8]([CH2:9][C:10]2[O:14][N:13]=[C:12]([C:15]([O:17]CC)=O)[N:11]=2)=[CH:7][CH:6]=1)([CH3:4])([CH3:3])[CH3:2].Cl.[Cl:23][C:24]1[CH:25]=[C:26]2[C:30](=[CH:31][CH:32]=1)[NH:29][CH:28]=[C:27]2[CH2:33][CH2:34][NH2:35].CN(C(ON1N=NC2C=CC=NC1=2)=[N+](C)C)C.F[P-](F)(F)(F)(F)F.C(N(CC)C(C)C)(C)C. (2) Given the product [CH3:1][S:2]([N:5]1[CH2:10][CH:9]=[C:8]([N:16]2[CH2:17][CH2:18][CH:13]([CH3:12])[CH2:14][CH2:15]2)[CH2:7][CH2:6]1)(=[O:4])=[O:3], predict the reactants needed to synthesize it. The reactants are: [CH3:1][S:2]([N:5]1[CH2:10][CH2:9][C:8](=O)[CH2:7][CH2:6]1)(=[O:4])=[O:3].[CH3:12][CH:13]1[CH2:18][CH2:17][NH:16][CH2:15][CH2:14]1. (3) Given the product [F:1][C:2]1[CH:25]=[CH:24][CH:23]=[C:22]([F:26])[C:3]=1[C:4]([N:6]([CH2:30][O:29][CH2:27][CH3:28])[C:7]([NH:9][C:10]1[CH:15]=[CH:14][C:13]([S:16][C:17]([F:19])([F:18])[F:20])=[CH:12][C:11]=1[F:21])=[O:8])=[O:5], predict the reactants needed to synthesize it. The reactants are: [F:1][C:2]1[CH:25]=[CH:24][CH:23]=[C:22]([F:26])[C:3]=1[C:4]([NH:6][C:7]([NH:9][C:10]1[CH:15]=[CH:14][C:13]([S:16][C:17]([F:20])([F:19])[F:18])=[CH:12][C:11]=1[F:21])=[O:8])=[O:5].[CH2:27]([O:29][CH2:30]Cl)[CH3:28].[H-].[Na+].O.